Dataset: TCR-epitope binding with 47,182 pairs between 192 epitopes and 23,139 TCRs. Task: Binary Classification. Given a T-cell receptor sequence (or CDR3 region) and an epitope sequence, predict whether binding occurs between them. (1) The epitope is TLIGDCATV. The TCR CDR3 sequence is CASTFSGGELFF. Result: 1 (the TCR binds to the epitope). (2) The epitope is GTSGSPIVNR. The TCR CDR3 sequence is CASSPVGADTQYF. Result: 0 (the TCR does not bind to the epitope).